This data is from Reaction yield outcomes from USPTO patents with 853,638 reactions. The task is: Predict the reaction yield, written as a fraction of the theoretical maximum amount of product (1.0 means a 100% yield; for example, 0.34 means a 34% yield). (1) The reactants are Cl[C:2]1[CH:8]=[CH:7][C:5]([NH2:6])=[CH:4][C:3]=1[N+:9]([O-:11])=[O:10].[OH:12][C:13]1[CH:18]=[CH:17][C:16]([SH:19])=[CH:15][CH:14]=1.C(=O)([O-])[O-].[Cs+].[Cs+].C(OCC)(=O)C. The catalyst is CS(C)=O. The product is [NH2:6][C:5]1[CH:7]=[CH:8][C:2]([S:19][C:16]2[CH:17]=[CH:18][C:13]([OH:12])=[CH:14][CH:15]=2)=[C:3]([N+:9]([O-:11])=[O:10])[CH:4]=1. The yield is 0.920. (2) The reactants are [CH3:1][O:2][CH2:3][CH2:4][NH:5][C:6]1[N:11]=[CH:10][C:9]([CH:12]([CH3:17])[C:13]([O:15]C)=[O:14])=[CH:8][CH:7]=1.[Li+].[OH-].O.Cl. The catalyst is O1CCCC1.O.O. The product is [CH3:1][O:2][CH2:3][CH2:4][NH:5][C:6]1[N:11]=[CH:10][C:9]([CH:12]([CH3:17])[C:13]([OH:15])=[O:14])=[CH:8][CH:7]=1. The yield is 0.640. (3) The reactants are [CH:1]1([CH2:7][NH2:8])[CH2:6][CH2:5][CH2:4][CH2:3][CH2:2]1.C([N:12](C(C)C)CC)(C)C.Br[CH2:19][C:20]([C:22]1[CH:23]=[C:24]([CH:27]=[CH:28][CH:29]=1)[C:25]#[N:26])=O.[C:30](Cl)(=O)[C:31]([CH3:34])([CH3:33])[CH3:32].FC(F)(F)C([O-])=O.[NH4+].C(=O)([O-])O.[Na+]. The catalyst is C1COCC1.O. The product is [C:31]([C:30]1[N:8]([CH2:7][CH:1]2[CH2:6][CH2:5][CH2:4][CH2:3][CH2:2]2)[CH:19]=[C:20]([C:22]2[CH:23]=[C:24]([CH:27]=[CH:28][CH:29]=2)[C:25]#[N:26])[N:12]=1)([CH3:33])([CH3:32])[CH3:34]. The yield is 0.350. (4) The reactants are [CH:1]([C:3]1[CH:4]=[CH:5][C:6]([O:18][CH3:19])=[C:7]([CH:17]=1)[O:8][C:9]1[CH:10]=[C:11]([CH:14]=[CH:15][CH:16]=1)[C:12]#[N:13])=[O:2].O1CCCC1.[BH4-].[Na+]. The catalyst is O. The product is [OH:2][CH2:1][C:3]1[CH:4]=[CH:5][C:6]([O:18][CH3:19])=[C:7]([CH:17]=1)[O:8][C:9]1[CH:10]=[C:11]([CH:14]=[CH:15][CH:16]=1)[C:12]#[N:13]. The yield is 0.860. (5) The reactants are Cl[C:2]1[C:7]([F:8])=[C:6]([N:9]2[CH2:14][CH2:13][N:12]([CH3:15])[C@@H:11]([CH3:16])[CH2:10]2)[N:5]=[C:4]([CH3:17])[N:3]=1.O.[NH2:19][NH2:20]. The catalyst is CS(C)=O. The product is [CH3:16][C@@H:11]1[N:12]([CH3:15])[CH2:13][CH2:14][N:9]([C:6]2[C:7]([F:8])=[C:2]([NH:19][NH2:20])[N:3]=[C:4]([CH3:17])[N:5]=2)[CH2:10]1. The yield is 0.640. (6) The reactants are [F:1][C:2]([F:7])([F:6])[C:3]([OH:5])=[O:4].[CH2:8]([S:10]([N:13]1[CH2:18][CH2:17][CH:16]([C:19]2[C:27]3[C:22](=[C:23]([C:40]([NH2:42])=[O:41])[CH:24]=[C:25]([C:28]4[CH:32]=[C:31]([CH2:33][N:34]([C@@H:36]([CH3:39])CO)[CH3:35])[S:30][CH:29]=4)[CH:26]=3)[NH:21][CH:20]=2)[CH2:15][CH2:14]1)(=[O:12])=[O:11])[CH3:9].[NH2:43][C@H](C)CO. No catalyst specified. The product is [F:1][C:2]([F:7])([F:6])[C:3]([OH:5])=[O:4].[C:3]([NH:43][CH2:39][CH2:36][N:34]([CH2:33][C:31]1[S:30][CH:29]=[C:28]([C:25]2[CH:26]=[C:27]3[C:22](=[C:23]([C:40]([NH2:42])=[O:41])[CH:24]=2)[NH:21][CH:20]=[C:19]3[CH:16]2[CH2:17][CH2:18][N:13]([S:10]([CH2:8][CH3:9])(=[O:11])=[O:12])[CH2:14][CH2:15]2)[CH:32]=1)[CH3:35])(=[O:5])[CH3:2]. The yield is 0.308.